Dataset: Reaction yield outcomes from USPTO patents with 853,638 reactions. Task: Predict the reaction yield, written as a fraction of the theoretical maximum amount of product (1.0 means a 100% yield; for example, 0.34 means a 34% yield). The reactants are [C:1]([Si:5]([CH3:24])([CH3:23])[O:6][C:7]1[CH:12]=[C:11]([C:13]([CH3:21])([CH3:20])[O:14][SiH2:15][C:16]([CH3:19])([CH3:18])[CH3:17])[CH:10]=[CH:9][C:8]=1[F:22])([CH3:4])([CH3:3])[CH3:2].[Li]C(CC)C.B(OC)(OC)[O:31]C.C(O)(=O)C.OO.O. The catalyst is C1COCC1. The product is [C:1]([Si:5]([CH3:24])([CH3:23])[O:6][C:7]1[C:8]([F:22])=[C:9]([OH:31])[CH:10]=[C:11]([C:13]([CH3:21])([CH3:20])[O:14][SiH2:15][C:16]([CH3:19])([CH3:18])[CH3:17])[CH:12]=1)([CH3:4])([CH3:3])[CH3:2]. The yield is 0.640.